Dataset: Full USPTO retrosynthesis dataset with 1.9M reactions from patents (1976-2016). Task: Predict the reactants needed to synthesize the given product. (1) The reactants are: [CH2:1]([N:8]([CH2:14][C:15]1[CH:16]=[C:17]([CH:22]=[CH:23][C:24]=1B1OC(C)(C)C(C)(C)O1)[C:18]([NH:20][CH3:21])=[O:19])[C:9]([CH:11]1[CH2:13][CH2:12]1)=[O:10])[C:2]1[CH:7]=[CH:6][CH:5]=[CH:4][CH:3]=1.[CH2:34]([O:36][C:37](=[O:46])[CH2:38][C:39]1[CH:40]=[N:41][CH:42]=[C:43](Br)[CH:44]=1)[CH3:35]. Given the product [CH2:34]([O:36][C:37](=[O:46])[CH2:38][C:39]1[CH:40]=[N:41][CH:42]=[C:43]([C:24]2[CH:23]=[CH:22][C:17]([C:18](=[O:19])[NH:20][CH3:21])=[CH:16][C:15]=2[CH2:14][N:8]([CH2:1][C:2]2[CH:3]=[CH:4][CH:5]=[CH:6][CH:7]=2)[C:9]([CH:11]2[CH2:13][CH2:12]2)=[O:10])[CH:44]=1)[CH3:35], predict the reactants needed to synthesize it. (2) Given the product [CH3:16][O:17][C:18]1[CH:19]=[C:20]([CH:23]=[CH:24][CH:25]=1)[CH2:21][N:3]1[C:4](=[O:15])[C:5]2[C@@H:6]3[C:11]([CH3:12])([CH3:13])[C@@:9]([CH3:14])([CH2:8][CH2:7]3)[C:10]=2[N:2]1[CH3:1], predict the reactants needed to synthesize it. The reactants are: [CH3:1][N:2]1[C:10]2[C@@:9]3([CH3:14])[C:11]([CH3:13])([CH3:12])[C@H:6]([CH2:7][CH2:8]3)[C:5]=2[C:4](=[O:15])[NH:3]1.[CH3:16][O:17][C:18]1[CH:19]=[C:20]([CH:23]=[CH:24][CH:25]=1)[CH2:21]Br. (3) Given the product [CH2:1]([S:3][C:4]1[CH:5]=[CH:6][C:7]([C@@H:10]([NH:13][S@@:14]([C:16]([CH3:18])([CH3:17])[CH3:19])=[O:15])[CH2:11][O:12][CH3:23])=[CH:8][CH:9]=1)[CH3:2], predict the reactants needed to synthesize it. The reactants are: [CH2:1]([S:3][C:4]1[CH:9]=[CH:8][C:7]([C@@H:10]([NH:13][S@@:14]([C:16]([CH3:19])([CH3:18])[CH3:17])=[O:15])[CH2:11][OH:12])=[CH:6][CH:5]=1)[CH3:2].[H-].[Na+].I[CH3:23]. (4) Given the product [Cl:23][C:24]1[CH:29]=[CH:28][C:27]([NH:30][C:31]([NH:22][C:18]2[CH:19]=[CH:20][CH:21]=[C:16]([C:8]3[C:7]([C:4]4[CH:5]=[CH:6][N:1]=[CH:2][CH:3]=4)=[C:11]4[S:12][CH2:13][CH2:14][CH2:15][N:10]4[N:9]=3)[CH:17]=2)=[O:32])=[CH:26][C:25]=1[C:33]([F:34])([F:35])[F:36], predict the reactants needed to synthesize it. The reactants are: [N:1]1[CH:6]=[CH:5][C:4]([C:7]2[C:8]([C:16]3[CH:17]=[C:18]([NH2:22])[CH:19]=[CH:20][CH:21]=3)=[N:9][N:10]3[CH2:15][CH2:14][CH2:13][S:12][C:11]=23)=[CH:3][CH:2]=1.[Cl:23][C:24]1[CH:29]=[CH:28][C:27]([N:30]=[C:31]=[O:32])=[CH:26][C:25]=1[C:33]([F:36])([F:35])[F:34].